Regression. Given two drug SMILES strings and cell line genomic features, predict the synergy score measuring deviation from expected non-interaction effect. From a dataset of NCI-60 drug combinations with 297,098 pairs across 59 cell lines. Drug 1: CC1=C2C(C(=O)C3(C(CC4C(C3C(C(C2(C)C)(CC1OC(=O)C(C(C5=CC=CC=C5)NC(=O)OC(C)(C)C)O)O)OC(=O)C6=CC=CC=C6)(CO4)OC(=O)C)OC)C)OC. Drug 2: C1C(C(OC1N2C=NC3=C2NC=NCC3O)CO)O. Cell line: HCT116. Synergy scores: CSS=70.8, Synergy_ZIP=17.5, Synergy_Bliss=17.3, Synergy_Loewe=-17.6, Synergy_HSA=18.4.